This data is from Catalyst prediction with 721,799 reactions and 888 catalyst types from USPTO. The task is: Predict which catalyst facilitates the given reaction. (1) Reactant: Br.Br[CH:3]([C:5]1[O:6][C:7](=[O:27])[C:8]2[C:13]([C:14]=1[C:15]1[S:16][C:17]([CH2:20][N:21]3[CH2:26][CH2:25][O:24][CH2:23][CH2:22]3)=[CH:18][CH:19]=1)=[CH:12][CH:11]=[CH:10][CH:9]=2)[CH3:4].C(OC([N:35](C(OC(C)(C)C)=O)[C:36]1[N:44]=[CH:43][N:42]=[C:41]2[C:37]=1[NH:38][CH:39]=[N:40]2)=O)(C)(C)C.C([O-])([O-])=O.[K+].[K+]. Product: [NH2:35][C:36]1[N:44]=[CH:43][N:42]=[C:41]2[C:37]=1[N:38]=[CH:39][N:40]2[CH:3]([C:5]1[O:6][C:7](=[O:27])[C:8]2[C:13]([C:14]=1[C:15]1[S:16][C:17]([CH2:20][N:21]3[CH2:26][CH2:25][O:24][CH2:23][CH2:22]3)=[CH:18][CH:19]=1)=[CH:12][CH:11]=[CH:10][CH:9]=2)[CH3:4]. The catalyst class is: 3. (2) Reactant: [OH:1][C:2]1[CH:3]=[C:4]([CH2:8][CH2:9][C:10]([OH:12])=[O:11])[CH:5]=[CH:6][CH:7]=1.[OH-].C([P+](CCCC)(CCCC)CCCC)CCC.Cl[CH2:32][C:33]1[CH:34]=[C:35]([C:42]2[CH:47]=[C:46]([O:48][CH3:49])[CH:45]=[CH:44][C:43]=2[F:50])[C:36]([CH:39]2[CH2:41][CH2:40]2)=[CH:37][CH:38]=1. The catalyst class is: 1. Product: [CH:39]1([C:36]2[C:35]([C:42]3[CH:47]=[C:46]([O:48][CH3:49])[CH:45]=[CH:44][C:43]=3[F:50])=[CH:34][C:33]([CH2:32][O:1][C:2]3[CH:3]=[C:4]([CH2:8][CH2:9][C:10]([OH:12])=[O:11])[CH:5]=[CH:6][CH:7]=3)=[CH:38][CH:37]=2)[CH2:41][CH2:40]1. (3) Reactant: Cl[C:2]1[N:7]=[CH:6][C:5]([C:8]([OH:10])=O)=[CH:4][N:3]=1.O.[Cl-].[CH3:13][O:14]C1N=C(OC)N=C([N+]2(C)CCOCC2)N=1.[NH2:30][C:31]1[CH:36]=[CH:35][C:34]([CH2:37][CH2:38][C@H:39]2[CH2:43][O:42][C:41]([NH2:44])=[N:40]2)=[CH:33][CH:32]=1. Product: [NH2:44][C:41]1[O:42][CH2:43][C@H:39]([CH2:38][CH2:37][C:34]2[CH:35]=[CH:36][C:31]([NH:30][C:8]([C:5]3[CH:6]=[N:7][C:2]([O:14][CH3:13])=[N:3][CH:4]=3)=[O:10])=[CH:32][CH:33]=2)[N:40]=1. The catalyst class is: 5. (4) Reactant: [C:1]([O:5][C:6]([N:8]1[CH2:24][CH2:23][C:11]2[N:12]=[C:13]([C:16]3[CH:21]=[CH:20][C:19]([OH:22])=[CH:18][CH:17]=3)[N:14]=[CH:15][C:10]=2[CH2:9]1)=[O:7])([CH3:4])([CH3:3])[CH3:2].[F:25][C:26]([F:39])([F:38])[S:27](O[S:27]([C:26]([F:39])([F:38])[F:25])(=[O:29])=[O:28])(=[O:29])=[O:28].O. Product: [C:1]([O:5][C:6]([N:8]1[CH2:24][CH2:23][C:11]2[N:12]=[C:13]([C:16]3[CH:17]=[CH:18][C:19]([O:22][S:27]([C:26]([F:39])([F:38])[F:25])(=[O:29])=[O:28])=[CH:20][CH:21]=3)[N:14]=[CH:15][C:10]=2[CH2:9]1)=[O:7])([CH3:4])([CH3:2])[CH3:3]. The catalyst class is: 172. (5) Reactant: Cl[C:2]1([C:25]([O:27][CH2:28][CH3:29])=[O:26])[CH2:7][CH2:6][CH2:5][N:4]2[C:8]([C:11]3[CH:16]=[CH:15][C:14]([C:17]4[O:21][C:20]([CH3:22])=[N:19][CH:18]=4)=[C:13]([O:23][CH3:24])[CH:12]=3)=[N:9][N:10]=[C:3]12.[F:30][C:31]1[CH:32]=[C:33]([OH:38])[CH:34]=[C:35]([F:37])[CH:36]=1.C(=O)([O-])[O-].[K+].[K+].CN(C=O)C. The catalyst class is: 13. Product: [F:30][C:31]1[CH:32]=[C:33]([CH:34]=[C:35]([F:37])[CH:36]=1)[O:38][C:2]1([C:25]([O:27][CH2:28][CH3:29])=[O:26])[CH2:7][CH2:6][CH2:5][N:4]2[C:8]([C:11]3[CH:16]=[CH:15][C:14]([C:17]4[O:21][C:20]([CH3:22])=[N:19][CH:18]=4)=[C:13]([O:23][CH3:24])[CH:12]=3)=[N:9][N:10]=[C:3]12.